Dataset: Full USPTO retrosynthesis dataset with 1.9M reactions from patents (1976-2016). Task: Predict the reactants needed to synthesize the given product. (1) Given the product [F:31][C:27]1([F:30])[CH2:28][CH2:29][CH:24]([O:23][C:17]2[CH:18]=[C:19]([F:22])[CH:20]=[CH:21][C:16]=2[NH:15][C:14]2[C:9]3[C:8]([CH3:33])=[C:7]([C:5]([OH:6])=[O:4])[S:32][C:10]=3[N:11]=[CH:12][N:13]=2)[CH2:25][CH2:26]1, predict the reactants needed to synthesize it. The reactants are: [OH-].[Na+].C[O:4][C:5]([C:7]1[S:32][C:10]2[N:11]=[CH:12][N:13]=[C:14]([NH:15][C:16]3[CH:21]=[CH:20][C:19]([F:22])=[CH:18][C:17]=3[O:23][CH:24]3[CH2:29][CH2:28][C:27]([F:31])([F:30])[CH2:26][CH2:25]3)[C:9]=2[C:8]=1[CH3:33])=[O:6]. (2) Given the product [C:1]([O:5][C:6](=[O:16])[N:7]([CH2:11][CH2:12][CH2:13][CH2:14][NH:15][CH2:24][C:21]1[C:20]([CH3:26])=[CH:19][C:18]([Cl:17])=[CH:23][N:22]=1)[CH2:8][CH2:9][F:10])([CH3:4])([CH3:2])[CH3:3], predict the reactants needed to synthesize it. The reactants are: [C:1]([O:5][C:6](=[O:16])[N:7]([CH2:11][CH2:12][CH2:13][CH2:14][NH2:15])[CH2:8][CH2:9][F:10])([CH3:4])([CH3:3])[CH3:2].[Cl:17][C:18]1[CH:19]=[C:20]([CH3:26])[C:21]([CH:24]=O)=[N:22][CH:23]=1.C([O-])([O-])=O.[K+].[K+].[BH4-].[Na+].C([O-])(O)=O.[Na+]. (3) Given the product [CH2:9]([O:8][C:6](=[O:7])[C:5]1[CH:11]=[CH:12][C:2]([Br:1])=[C:3]([CH2:13][O:15][CH2:16][CH3:17])[CH:4]=1)[CH3:10], predict the reactants needed to synthesize it. The reactants are: [Br:1][C:2]1[CH:12]=[CH:11][C:5]([C:6]([O:8][CH2:9][CH3:10])=[O:7])=[CH:4][C:3]=1[CH2:13]Br.[O-:15][CH2:16][CH3:17].[Na+].CN(C)C=O. (4) Given the product [ClH:13].[NH2:25][C:24]1[N:23]([C:17]2[CH:18]=[CH:19][C:20]([F:22])=[CH:21][C:16]=2[F:15])[CH:1]([CH2:2][CH2:3][CH2:4][CH2:5][CH2:6][CH2:7][CH2:8][CH2:9][CH2:10][CH3:11])[N:28]=[C:27]([NH2:29])[N:26]=1, predict the reactants needed to synthesize it. The reactants are: [CH:1](=O)[CH2:2][CH2:3][CH2:4][CH2:5][CH2:6][CH2:7][CH2:8][CH2:9][CH2:10][CH3:11].[ClH:13].Cl.[F:15][C:16]1[CH:21]=[C:20]([F:22])[CH:19]=[CH:18][C:17]=1[NH:23][C:24]([NH:26][C:27]([NH2:29])=[NH:28])=[NH:25]. (5) The reactants are: [H-].[Na+].[OH:3][CH2:4][CH2:5][C:6]1[N:7]([CH2:11][CH2:12][CH2:13][CH2:14][C:15]2[CH:20]=[CH:19][C:18]([OH:21])=[CH:17][CH:16]=2)[CH:8]=[CH:9][N:10]=1.Cl[CH2:23][C:24]1[N:25]=[C:26](/[CH:29]=[CH:30]/[C:31]2[CH:36]=[CH:35][C:34]([F:37])=[CH:33][C:32]=2[F:38])[O:27][CH:28]=1.O. Given the product [F:38][C:32]1[CH:33]=[C:34]([F:37])[CH:35]=[CH:36][C:31]=1/[CH:30]=[CH:29]/[C:26]1[O:27][CH:28]=[C:24]([CH2:23][O:21][C:18]2[CH:17]=[CH:16][C:15]([CH2:14][CH2:13][CH2:12][CH2:11][N:7]3[CH:8]=[CH:9][N:10]=[C:6]3[CH2:5][CH2:4][OH:3])=[CH:20][CH:19]=2)[N:25]=1, predict the reactants needed to synthesize it. (6) Given the product [CH2:1]([C:3]([F:31])([CH2:29][CH3:30])[CH2:4][N:5]1[CH2:10][CH2:9][CH:8]([CH2:11][O:12][C:13]2[CH:14]=[CH:15][C:16]([C:19]3[CH:28]=[CH:27][C:22]([C:23]([OH:25])=[O:24])=[CH:21][CH:20]=3)=[N:17][CH:18]=2)[CH2:7][CH2:6]1)[CH3:2], predict the reactants needed to synthesize it. The reactants are: [CH2:1]([C:3]([F:31])([CH2:29][CH3:30])[CH2:4][N:5]1[CH2:10][CH2:9][CH:8]([CH2:11][O:12][C:13]2[CH:14]=[CH:15][C:16]([C:19]3[CH:28]=[CH:27][C:22]([C:23]([O:25]C)=[O:24])=[CH:21][CH:20]=3)=[N:17][CH:18]=2)[CH2:7][CH2:6]1)[CH3:2].O[Li].O. (7) Given the product [F:31][C:32]1[CH:33]=[N:34][C:35]2[C:40]([C:41]=1[CH2:3][CH2:2][CH2:1][C:4]1([C:17]([O:19][CH2:20][CH3:21])=[O:18])[CH2:9][CH2:8][N:7]([C:10]([O:12][C:13]([CH3:15])([CH3:16])[CH3:14])=[O:11])[CH2:6][CH2:5]1)=[CH:39][CH:38]=[CH:37][CH:36]=2, predict the reactants needed to synthesize it. The reactants are: [CH2:1]([C:4]1([C:17]([O:19][CH2:20][CH3:21])=[O:18])[CH2:9][CH2:8][N:7]([C:10]([O:12][C:13]([CH3:16])([CH3:15])[CH3:14])=[O:11])[CH2:6][CH2:5]1)[CH:2]=[CH2:3].C12BC(CCC1)CCC2.[F:31][C:32]1[CH:33]=[N:34][C:35]2[C:40]([C:41]=1I)=[CH:39][CH:38]=[CH:37][CH:36]=2.P([O-])([O-])([O-])=O.[K+].[K+].[K+].